From a dataset of Full USPTO retrosynthesis dataset with 1.9M reactions from patents (1976-2016). Predict the reactants needed to synthesize the given product. Given the product [Br:1][C:2]1[CH:7]=[CH:6][C:5]([CH:18]([C:17]2[CH:20]=[C:21]([O:24][CH3:25])[CH:22]=[CH:23][C:16]=2[Cl:15])[OH:19])=[C:4]([Cl:9])[CH:3]=1, predict the reactants needed to synthesize it. The reactants are: [Br:1][C:2]1[CH:7]=[CH:6][C:5](I)=[C:4]([Cl:9])[CH:3]=1.C([Mg]Cl)(C)C.[Cl:15][C:16]1[CH:23]=[CH:22][C:21]([O:24][CH3:25])=[CH:20][C:17]=1[CH:18]=[O:19].